From a dataset of Forward reaction prediction with 1.9M reactions from USPTO patents (1976-2016). Predict the product of the given reaction. (1) The product is: [CH2:23]([O:25][C:26]([C:28]1[CH:29]=[C:30]([C:34]2[CH:39]=[CH:38][CH:37]=[C:36]([CH2:40][S:19][CH2:20][CH2:21][OH:22])[CH:35]=2)[CH:31]=[CH:32][CH:33]=1)=[O:27])[CH3:24]. Given the reactants C(OC(C1C=C(C2C=CC(C[S:19][CH2:20][CH2:21][OH:22])=CC=2)C=CC=1)=O)C.[CH2:23]([O:25][C:26]([C:28]1[CH:29]=[C:30]([C:34]2[CH:39]=[CH:38][CH:37]=[C:36]([CH2:40]Br)[CH:35]=2)[CH:31]=[CH:32][CH:33]=1)=[O:27])[CH3:24].SCCO.C(=O)([O-])[O-].[K+].[K+], predict the reaction product. (2) Given the reactants [CH3:1][O:2][C:3]([C:5]1[C:9]([CH:10]([CH3:12])[CH3:11])=[C:8]([C:13]([O:15]CC2C=CC=CC=2)=[O:14])[N:7]([C:23]2[CH:28]=[CH:27][C:26]([F:29])=[CH:25][CH:24]=2)[N:6]=1)=[O:4], predict the reaction product. The product is: [CH3:1][O:2][C:3]([C:5]1[C:9]([CH:10]([CH3:12])[CH3:11])=[C:8]([C:13]([OH:15])=[O:14])[N:7]([C:23]2[CH:28]=[CH:27][C:26]([F:29])=[CH:25][CH:24]=2)[N:6]=1)=[O:4].